This data is from Catalyst prediction with 721,799 reactions and 888 catalyst types from USPTO. The task is: Predict which catalyst facilitates the given reaction. Reactant: [C:1]([C:4]1[CH:9]=[N:8][N:7]2[CH:10]=[C:11]([C:13]([NH:15][NH2:16])=[O:14])[CH:12]=[C:6]2[C:5]=1[NH:17][C@@H:18]1[CH2:22][CH2:21][C@@:20]([NH:24][C:25](=[O:31])[O:26][C:27]([CH3:30])([CH3:29])[CH3:28])([CH3:23])[C:19]1([CH3:33])[CH3:32])(=[O:3])[NH2:2].[C:34](N1C=CN=C1)(N1C=CN=C1)=[S:35].[CH3:46]CN(CC)CC.CI. Product: [C:1]([C:4]1[CH:9]=[N:8][N:7]2[CH:10]=[C:11]([C:13]3[O:14][C:46]([S:35][CH3:34])=[N:16][N:15]=3)[CH:12]=[C:6]2[C:5]=1[NH:17][C@@H:18]1[CH2:22][CH2:21][C@@:20]([NH:24][C:25](=[O:31])[O:26][C:27]([CH3:30])([CH3:29])[CH3:28])([CH3:23])[C:19]1([CH3:33])[CH3:32])(=[O:3])[NH2:2]. The catalyst class is: 1.